From a dataset of Rat liver microsome stability data. Regression/Classification. Given a drug SMILES string, predict its absorption, distribution, metabolism, or excretion properties. Task type varies by dataset: regression for continuous measurements (e.g., permeability, clearance, half-life) or binary classification for categorical outcomes (e.g., BBB penetration, CYP inhibition). Dataset: rlm. The compound is Cc1ccc(S(=O)(=O)Nc2ccc(C)cc2C(=O)Nc2nc(-c3ccccc3)cs2)cc1. The result is 1 (stable in rat liver microsomes).